The task is: Binary Classification. Given a miRNA mature sequence and a target amino acid sequence, predict their likelihood of interaction.. This data is from Experimentally validated miRNA-target interactions with 360,000+ pairs, plus equal number of negative samples. (1) The miRNA is hsa-miR-6790-5p with sequence GUGAGUGUGGAUUUGGCGGGGUU. The protein sequence of the target gene is MSRVRRLLLGYLFPALLLHGLGEGSALLHPDSRSHPRSLEKSAWRAFKESQCHHMLKHLHNGARITVQMPPTIEGHWVSTGCEVRSGPEFMTRSYRFYNNNTFKAYQFYYGSNRCTNPTYTLIIRGKIRLRQASWIIRGGTEADYQLHGVQVICHTEAVAEQLSRLVNRTCPGFLAPGGPWVQDVAYDLWQEESNHECTKAVNFAMHELQLIRVEKQYPHHSLDHLVEELFLGDIHTDATQRVFYRPSSYQPPLQNAKNHNHACIACRIIFRSDEHHPPILPPKADLTIGLHGEWVSQRC.... Result: 0 (no interaction). (2) The miRNA is hsa-miR-6867-3p with sequence CUCUCCCUCUUUACCCACUAG. The protein sequence of the target gene is MLSEGYLSGLTYWNDIHWNCASYNEPVAGDQGKETSSVAALSYSSVDETQVQSLYVSCKSSGKFISSVHARASQHSRSQSRTVLQANSNPVFESPTLAAVGICRDVIRETYLVPPSCKSICKNYNDLHIAGGQVMAINSVMANFPSESSFEDGPLLKSSEISLSMEDSTSTQLTELPLKPIQRYSSYWRITSIKEKSSLQMQKPISNAVLNEYLEQKVVELYKQYIMDTVFHDSSPTQILASEFIMTNVDQISLQVSKEKNLDTSKVKDIVISHLLQLVSSEISTPSLHISQYSNITP. Result: 0 (no interaction).